From a dataset of Catalyst prediction with 721,799 reactions and 888 catalyst types from USPTO. Predict which catalyst facilitates the given reaction. Reactant: C(OC(=O)[NH:7][CH2:8][CH2:9][NH:10][C:11]([C:13]1[CH:14]=[N:15][CH:16]=[C:17]([C:19]2[S:23][C:22]([NH:24][C:25]3[CH:30]=[C:29]([N:31]4[CH2:36][CH2:35][N:34]([C:37](=[O:39])[CH3:38])[CH2:33][CH2:32]4)[CH:28]=[CH:27][N:26]=3)=[N:21][CH:20]=2)[CH:18]=1)=[O:12])(C)(C)C. Product: [C:37]([N:34]1[CH2:33][CH2:32][N:31]([C:29]2[CH:28]=[CH:27][N:26]=[C:25]([NH:24][C:22]3[S:23][C:19]([C:17]4[CH:16]=[N:15][CH:14]=[C:13]([CH:18]=4)[C:11]([NH:10][CH2:9][CH2:8][NH2:7])=[O:12])=[CH:20][N:21]=3)[CH:30]=2)[CH2:36][CH2:35]1)(=[O:39])[CH3:38]. The catalyst class is: 330.